From a dataset of Peptide-MHC class I binding affinity with 185,985 pairs from IEDB/IMGT. Regression. Given a peptide amino acid sequence and an MHC pseudo amino acid sequence, predict their binding affinity value. This is MHC class I binding data. (1) The peptide sequence is DGLYNISL. The MHC is H-2-Kb with pseudo-sequence H-2-Kb. The binding affinity (normalized) is 0.444. (2) The peptide sequence is GFAAPQFSL. The MHC is Mamu-A2601 with pseudo-sequence Mamu-A2601. The binding affinity (normalized) is 0.453.